From a dataset of Peptide-MHC class II binding affinity with 134,281 pairs from IEDB. Regression. Given a peptide amino acid sequence and an MHC pseudo amino acid sequence, predict their binding affinity value. This is MHC class II binding data. (1) The peptide sequence is GELQIVDKIDYAFKI. The MHC is DRB3_0101 with pseudo-sequence DRB3_0101. The binding affinity (normalized) is 0.776. (2) The peptide sequence is NHVIQSVRRLYPKIF. The MHC is DRB4_0101 with pseudo-sequence DRB4_0103. The binding affinity (normalized) is 0.580. (3) The peptide sequence is ASGGRLNPTEPLPIF. The MHC is DRB1_1101 with pseudo-sequence DRB1_1101. The binding affinity (normalized) is 0. (4) The peptide sequence is LAQILMDNDLAATND. The MHC is DRB1_1101 with pseudo-sequence DRB1_1101. The binding affinity (normalized) is 0.277. (5) The peptide sequence is PNTDGIHIGDSSKVT. The MHC is DRB1_1201 with pseudo-sequence DRB1_1201. The binding affinity (normalized) is 0.150. (6) The binding affinity (normalized) is 0.0832. The peptide sequence is SSSSSLLAMAVLAAL. The MHC is HLA-DQA10201-DQB10202 with pseudo-sequence HLA-DQA10201-DQB10202. (7) The MHC is HLA-DQA10201-DQB10303 with pseudo-sequence HLA-DQA10201-DQB10303. The binding affinity (normalized) is 0.377. The peptide sequence is IKTLKFDALSGSQEV.